Dataset: Full USPTO retrosynthesis dataset with 1.9M reactions from patents (1976-2016). Task: Predict the reactants needed to synthesize the given product. (1) Given the product [N+:1]([C:4]1[CH:5]=[CH:6][C:7]([C:10]2[S:14][C:13]([CH:15]3[CH2:16][CH2:17][CH:38]([C:41]([O:43][CH3:44])=[O:42])[CH2:37][CH2:36]3)=[N:12][CH:11]=2)=[CH:8][CH:9]=1)([O-:3])=[O:2], predict the reactants needed to synthesize it. The reactants are: [N+:1]([C:4]1[CH:9]=[CH:8][C:7]([C:10]2[S:14][C:13]([CH2:15][CH2:16][C:17](OC)=O)=[N:12][CH:11]=2)=[CH:6][CH:5]=1)([O-:3])=[O:2].[N+](C1C=CC(C(=O)CNC(C2CC[CH:38]([C:41]([O:43][CH3:44])=[O:42])[CH2:37][CH2:36]2)=O)=CC=1)([O-])=O.COC1C=CC(P2(SP(C3C=CC(OC)=CC=3)(=S)S2)=S)=CC=1. (2) Given the product [CH3:14][O:13][C:12]1[CH:11]=[C:10]2[C:5](=[CH:4][C:3]=1[O:2][CH3:1])[C:6]([O:15][C:16]1[CH:21]=[CH:20][C:19]([C:22]3[N:23]=[CH:24][C:25]([N:28]([CH2:39][CH2:40][CH:41]([CH3:43])[CH3:42])[C:29]4[CH:34]=[CH:33][CH:32]=[CH:31][CH:30]=4)=[CH:26][N:27]=3)=[CH:18][C:17]=1[F:35])=[CH:7][CH:8]=[CH:44]2, predict the reactants needed to synthesize it. The reactants are: [CH3:1][O:2][C:3]1[CH:4]=[C:5]2[C:10](=[CH:11][C:12]=1[O:13][CH3:14])N=[CH:8][CH:7]=[C:6]2[O:15][C:16]1[CH:21]=[CH:20][C:19]([C:22]2[N:27]=[CH:26][C:25]([NH:28][C:29]3[CH:34]=[CH:33][CH:32]=[CH:31][CH:30]=3)=[CH:24][N:23]=2)=[CH:18][C:17]=1[F:35].[H-].[Na+].Br[CH2:39][CH2:40][CH:41]([CH3:43])[CH3:42].[CH2:44]1COCC1. (3) The reactants are: [Cl:1][C:2]1[C:3]([CH2:11][CH3:12])=[C:4]([NH2:10])[C:5]([CH2:8][CH3:9])=[CH:6][CH:7]=1.[N+:13]([O-])([OH:15])=[O:14]. Given the product [Cl:1][C:2]1[C:3]([CH2:11][CH3:12])=[C:4]([NH2:10])[C:5]([CH2:8][CH3:9])=[C:6]([N+:13]([O-:15])=[O:14])[CH:7]=1, predict the reactants needed to synthesize it. (4) The reactants are: [NH2:1][C:2]1[CH:3]=[C:4]([C:9]2[CH:10]=[CH:11][C:12]3[N:13]([CH:15]=[C:16]([NH:18][C:19](=[O:21])[CH3:20])[N:17]=3)[N:14]=2)[CH:5]=[N:6][C:7]=1[Cl:8].[Cl:22][C:23]1[CH:28]=[CH:27][CH:26]=[C:25]([CH3:29])[C:24]=1[S:30](Cl)(=[O:32])=[O:31]. Given the product [Cl:8][C:7]1[N:6]=[CH:5][C:4]([C:9]2[CH:10]=[CH:11][C:12]3[N:13]([CH:15]=[C:16]([NH:18][C:19](=[O:21])[CH3:20])[N:17]=3)[N:14]=2)=[CH:3][C:2]=1[NH:1][S:30]([C:24]1[C:25]([CH3:29])=[CH:26][CH:27]=[CH:28][C:23]=1[Cl:22])(=[O:31])=[O:32], predict the reactants needed to synthesize it. (5) Given the product [F:8][C:6]1[CH:5]=[CH:4][C:3]([C:9]([F:12])([F:11])[F:10])=[C:2]([C:22]2[CH:23]=[CH:24][N:19]=[CH:20][CH:21]=2)[CH:7]=1, predict the reactants needed to synthesize it. The reactants are: Br[C:2]1[CH:7]=[C:6]([F:8])[CH:5]=[CH:4][C:3]=1[C:9]([F:12])([F:11])[F:10].C(=O)([O-])[O-].[Cs+].[Cs+].[N:19]1[CH:24]=[CH:23][C:22](B(O)O)=[CH:21][CH:20]=1.[Cl-].[NH4+]. (6) Given the product [CH3:9][C:10]1([CH3:26])[C:14]([CH3:16])([CH3:15])[O:13][B:12]([C:2]2[CH:3]=[N:4][C:5]([NH2:8])=[N:6][CH:7]=2)[O:11]1, predict the reactants needed to synthesize it. The reactants are: Br[C:2]1[CH:3]=[N:4][C:5]([NH2:8])=[N:6][CH:7]=1.[CH3:9][C:10]1([CH3:26])[C:14]([CH3:16])([CH3:15])[O:13][B:12]([B:12]2[O:13][C:14]([CH3:16])([CH3:15])[C:10]([CH3:26])([CH3:9])[O:11]2)[O:11]1.C([O-])(=O)C.[K+]. (7) Given the product [CH2:1]([N:8]1[C:16]2[C:15]3=[N:17][C@H:18]([CH2:20][C:21]4[CH:22]=[CH:23][CH:24]=[CH:25][CH:26]=4)[CH2:19][N:14]3[C:13](=[O:27])[N:12]([CH2:28][CH2:29][CH3:30])[C:11]=2[N:10]=[C:9]1[CH:41]=[O:42])[C:2]1[CH:7]=[CH:6][CH:5]=[CH:4][CH:3]=1, predict the reactants needed to synthesize it. The reactants are: [CH2:1]([N:8]1[C:16]2[C:15]3=[N:17][C@H:18]([CH2:20][C:21]4[CH:26]=[CH:25][CH:24]=[CH:23][CH:22]=4)[CH2:19][N:14]3[C:13](=[O:27])[N:12]([CH2:28][CH2:29][CH3:30])[C:11]=2[N:10]=[CH:9]1)[C:2]1[CH:7]=[CH:6][CH:5]=[CH:4][CH:3]=1.C([N-]C(C)C)(C)C.[Li+].CN(C)[CH:41]=[O:42].[Cl-].[NH4+].